From a dataset of Reaction yield outcomes from USPTO patents with 853,638 reactions. Predict the reaction yield, written as a fraction of the theoretical maximum amount of product (1.0 means a 100% yield; for example, 0.34 means a 34% yield). The reactants are [NH2:1][C:2]1[CH:3]=[C:4]([CH:21]=[CH:22][C:23]=1[F:24])[O:5][C:6]1[CH:7]=[CH:8][C:9]2[N:10]([CH:12]=[C:13]([NH:15][C:16]([CH:18]3[CH2:20][CH2:19]3)=[O:17])[N:14]=2)[N:11]=1.[C:25]([N:32]1C=CN=C1)(N1C=CN=C1)=[O:26].Cl.N[O:39][CH2:40][CH:41]([CH3:43])[CH3:42].C(N(CC)CC)C. The catalyst is CN(C)C=O. The product is [F:24][C:23]1[CH:22]=[CH:21][C:4]([O:5][C:6]2[CH:7]=[CH:8][C:9]3[N:10]([CH:12]=[C:13]([NH:15][C:16]([CH:18]4[CH2:20][CH2:19]4)=[O:17])[N:14]=3)[N:11]=2)=[CH:3][C:2]=1[NH:1][C:25]([NH:32][O:39][CH2:40][CH:41]([CH3:43])[CH3:42])=[O:26]. The yield is 0.630.